This data is from HIV replication inhibition screening data with 41,000+ compounds from the AIDS Antiviral Screen. The task is: Binary Classification. Given a drug SMILES string, predict its activity (active/inactive) in a high-throughput screening assay against a specified biological target. (1) The molecule is OC1c2ccccc2C2(O)C1C(c1ccccc1)C(c1ccccc1)C2(O)c1ccccc1. The result is 0 (inactive). (2) The molecule is N=C(N)NS(=O)(=O)c1ccc(NC(=O)c2cccc3c(NNc4ccc(C(=O)O)cc4)c4ccccc4nc23)cc1. The result is 0 (inactive). (3) The drug is COc1cc(C2c3cc4c(cc3OC(NNc3ccccc3)C2C)OCO4)cc(OC)c1O. The result is 0 (inactive). (4) The molecule is CN1C(=CC(=O)c2ccc(Cl)cc2)Nc2ccccc21. The result is 0 (inactive). (5) The result is 0 (inactive). The compound is NC(=O)NN=C1CCCCC1=Cc1ccccc1. (6) The drug is CCOP(=O)(OCC)C(Cc1cn(S(=O)(=O)c2ccc(C)cc2)cn1)C(=O)O. The result is 0 (inactive). (7) The molecule is O=C(O)Cn1cnc2c(O)nc(Nc3ccccc3)nc21. The result is 0 (inactive). (8) The compound is C[N+](C)(C)c1ccc(C=C2C=Cc3ccccc32)cc1. The result is 0 (inactive).